Dataset: Reaction yield outcomes from USPTO patents with 853,638 reactions. Task: Predict the reaction yield, written as a fraction of the theoretical maximum amount of product (1.0 means a 100% yield; for example, 0.34 means a 34% yield). (1) The yield is 0.500. The catalyst is CN(C=O)C.C1C=CC(P(C2C=CC=CC=2)[C-]2C=CC=C2)=CC=1.C1C=CC(P(C2C=CC=CC=2)[C-]2C=CC=C2)=CC=1.Cl[Pd]Cl.[Fe+2]. The product is [O:9]=[C:7]1[C:6]2[CH:5]=[CH:4][S:3][C:2]=2[C:14]2[CH:15]=[CH:16][C:17]([C:19]([O:21][CH3:22])=[O:20])=[CH:18][C:13]=2[NH:12]1. The reactants are Br[C:2]1[S:3][CH:4]=[CH:5][C:6]=1[C:7]([O:9]C)=O.Cl.[NH2:12][C:13]1[CH:18]=[C:17]([C:19]([O:21][CH3:22])=[O:20])[CH:16]=[CH:15][C:14]=1B(O)O.C([O-])(=O)C.[Na+].O. (2) The reactants are [Br:1][C:2]1[CH:10]=[CH:9][C:5]([C:6]([OH:8])=O)=[CH:4][C:3]=1[F:11].CCN=C=NCCCN(C)C.[NH:23]1[CH2:28][CH2:27][O:26][CH2:25][CH2:24]1.O. The catalyst is ClCCl.CN(C1C=CN=CC=1)C. The product is [Br:1][C:2]1[CH:10]=[CH:9][C:5]([C:6]([N:23]2[CH2:28][CH2:27][O:26][CH2:25][CH2:24]2)=[O:8])=[CH:4][C:3]=1[F:11]. The yield is 0.660.